This data is from Full USPTO retrosynthesis dataset with 1.9M reactions from patents (1976-2016). The task is: Predict the reactants needed to synthesize the given product. (1) Given the product [C:39]([C:34]1[CH:35]=[CH:36][CH:37]=[C:38]2[C:33]=1[NH:32][CH:31]=[C:30]2/[CH:28]=[CH:5]/[C:6]([O:8][C:30]([CH3:38])([CH3:31])[CH3:28])=[O:7])#[N:40], predict the reactants needed to synthesize it. The reactants are: CC([C:5](=P(C1C=CC=CC=1)(C1C=CC=CC=1)C1C=CC=CC=1)[C:6]([O-:8])=[O:7])(C)C.[CH:28]([C:30]1[C:38]2[C:33](=[C:34]([C:39]#[N:40])[CH:35]=[CH:36][CH:37]=2)[NH:32][CH:31]=1)=O. (2) Given the product [NH2:29][C:5]([C:8]1[CH:17]=[CH:16][C:15]2[C:10](=[CH:11][CH:12]=[C:13]([O:18][C:19]3[CH:24]=[CH:23][CH:22]=[C:21]([C:25]([F:26])([F:27])[F:28])[CH:20]=3)[CH:14]=2)[CH:9]=1)([CH2:6][OH:7])[CH2:4][OH:3], predict the reactants needed to synthesize it. The reactants are: CC1(C)[O:7][CH2:6][C:5]([NH:29]C(=O)OC(C)(C)C)([C:8]2[CH:17]=[CH:16][C:15]3[C:10](=[CH:11][CH:12]=[C:13]([O:18][C:19]4[CH:24]=[CH:23][CH:22]=[C:21]([C:25]([F:28])([F:27])[F:26])[CH:20]=4)[CH:14]=3)[CH:9]=2)[CH2:4][O:3]1.CO.Cl.O. (3) Given the product [CH3:1][N:2]1[C:11](=[O:12])/[C:10](=[CH:15]/[O:17][CH3:18])/[C:9]2[C:4](=[CH:5][CH:6]=[CH:7][CH:8]=2)[C:3]1=[O:13], predict the reactants needed to synthesize it. The reactants are: [CH3:1][N:2]1[C:11](=[O:12])[CH2:10][C:9]2[C:4](=[CH:5][CH:6]=[CH:7][CH:8]=2)[C:3]1=[O:13].C[C:15]([O:17][C:18](C)=O)=O.C(OC)(OC)OC. (4) Given the product [Cl-:1].[CH3:8][N+:9]1[CH:13]=[CH:12][N:11]([CH2:2][CH2:3][CH2:4][CH2:5][CH:6]=[CH2:7])[CH:10]=1, predict the reactants needed to synthesize it. The reactants are: [Cl:1][CH2:2][CH2:3][CH2:4][CH2:5][CH:6]=[CH2:7].[CH3:8][N:9]1[CH:13]=[CH:12][N:11]=[CH:10]1. (5) Given the product [NH2:1][C:4]1[CH:13]=[C:12]([C:14]([F:17])([F:16])[F:15])[CH:11]=[CH:10][C:5]=1[C:6]1[NH:45][C:42]([NH:41][C:39]2[CH:38]=[CH:37][C:36]3[O:32][CH2:33][O:34][C:35]=3[CH:40]=2)=[N:9][N:8]=1, predict the reactants needed to synthesize it. The reactants are: [N+:1]([C:4]1[CH:13]=[C:12]([C:14]([F:17])([F:16])[F:15])[CH:11]=[CH:10][C:5]=1[C:6]([NH:8][NH2:9])=O)([O-])=O.N1C=CC=CC=1.C(N(CC)CC)C.I.[O:32]1[C:36]2[CH:37]=[CH:38][C:39]([NH:41][C:42](=[NH:45])SC)=[CH:40][C:35]=2[O:34][CH2:33]1. (6) Given the product [CH:11]([OH:13])=[O:12].[F:26][C:27]1[C:31]([C:32]2[CH:33]=[N:34][C:35]([O:38][CH3:39])=[CH:36][CH:37]=2)=[N:30][NH:29][C:28]=1[NH:40][C:11](=[O:13])[CH2:10][CH2:9][CH2:8][N:2]1[CH2:3][CH2:4][CH2:5][CH2:6][CH2:7]1, predict the reactants needed to synthesize it. The reactants are: Cl.[N:2]1([CH2:8][CH2:9][CH2:10][C:11]([OH:13])=[O:12])[CH2:7][CH2:6][CH2:5][CH2:4][CH2:3]1.C1N=CN(C(N2C=NC=C2)=O)C=1.[F:26][C:27]1[C:31]([C:32]2[CH:33]=[N:34][C:35]([O:38][CH3:39])=[CH:36][CH:37]=2)=[N:30][NH:29][C:28]=1[NH2:40]. (7) Given the product [S:1]1[C:5]2[CH:6]=[CH:7][CH:8]=[CH:9][C:4]=2[C:3]([C:10]2[CH:11]=[C:12]([CH:27]=[CH:28][CH:29]=2)[CH2:13][O:14][C:15]2[CH:20]=[CH:19][C:18]([CH2:21][CH2:22][C:23]([OH:25])=[O:24])=[CH:17][CH:16]=2)=[CH:2]1, predict the reactants needed to synthesize it. The reactants are: [S:1]1[C:5]2[CH:6]=[CH:7][CH:8]=[CH:9][C:4]=2[C:3]([C:10]2[CH:11]=[C:12]([CH:27]=[CH:28][CH:29]=2)[CH2:13][O:14][C:15]2[CH:20]=[CH:19][C:18]([CH2:21][CH2:22][C:23]([O:25]C)=[O:24])=[CH:17][CH:16]=2)=[CH:2]1.[OH-].[K+].